Task: Predict the reactants needed to synthesize the given product.. Dataset: Full USPTO retrosynthesis dataset with 1.9M reactions from patents (1976-2016) The reactants are: [NH2:1][C:2]1[N:3]=[CH:4][C:5]([C:12]2[CH:13]=[C:14]([CH:18]=[CH:19][CH:20]=2)[C:15]([OH:17])=O)=[N:6][C:7]=1[C:8]([NH:10][CH3:11])=[O:9].O[N:22]1[C:26]2[CH:27]=[CH:28][CH:29]=[CH:30][C:25]=2N=[N:23]1.CN1CCOCC1.C1(NN)C=CC=CC=1. Given the product [NH2:1][C:2]1[C:7]([C:8]([NH:10][CH3:11])=[O:9])=[N:6][C:5]([C:12]2[CH:20]=[CH:19][CH:18]=[C:14]([C:15]([NH:23][NH:22][C:26]3[CH:27]=[CH:28][CH:29]=[CH:30][CH:25]=3)=[O:17])[CH:13]=2)=[CH:4][N:3]=1, predict the reactants needed to synthesize it.